From a dataset of Reaction yield outcomes from USPTO patents with 853,638 reactions. Predict the reaction yield, written as a fraction of the theoretical maximum amount of product (1.0 means a 100% yield; for example, 0.34 means a 34% yield). (1) The reactants are [Cl:1][C:2]1[CH:7]=[CH:6][C:5]([CH2:8]Cl)=[CH:4][N:3]=1.C(=O)([O-])[O-].[K+].[K+].[F:16][C:17]([F:27])([F:26])[C:18](=[O:25])[CH:19]=[C:20]1C[CH2:23][CH2:22][S:21]1.C(#[N:30])C. No catalyst specified. The product is [Cl:1][C:2]1[N:3]=[CH:4][C:5]([CH2:8][N:30]2[CH2:23][CH2:22][S:21][C:20]2=[CH:19][C:18](=[O:25])[C:17]([F:27])([F:26])[F:16])=[CH:6][CH:7]=1. The yield is 0.500. (2) The reactants are [CH3:1][O:2][C:3]1[CH:20]=[C:19]([O:21][CH3:22])[CH:18]=[CH:17][C:4]=1[CH2:5][NH:6][C:7]1[CH:8]=[C:9]2[C:13](=[CH:14][CH:15]=1)[C:12](=[O:16])[O:11][CH2:10]2.C=O.[C:25]([BH3-])#N.[Na+].CC(O)=O. The catalyst is C(#N)C. The product is [CH3:1][O:2][C:3]1[CH:20]=[C:19]([O:21][CH3:22])[CH:18]=[CH:17][C:4]=1[CH2:5][N:6]([CH3:25])[C:7]1[CH:8]=[C:9]2[C:13](=[CH:14][CH:15]=1)[C:12](=[O:16])[O:11][CH2:10]2. The yield is 0.810. (3) The reactants are CC1(C)COB([C:8]2[CH:17]=[CH:16][C:11]([C:12]([O:14][CH3:15])=[O:13])=[CH:10][C:9]=2[C:18]([N:20]2[CH2:29][CH2:28][C:27]3[C:22](=[CH:23][CH:24]=[CH:25][CH:26]=3)[CH2:21]2)=[O:19])OC1.Br[C:32]1[N:33]([CH2:48][O:49][CH2:50][CH2:51][Si:52]([CH3:55])([CH3:54])[CH3:53])[CH:34]=[C:35]([C:37]([N:39]([CH2:44][CH2:45][CH2:46][CH3:47])[CH2:40][CH2:41][CH2:42][CH3:43])=[O:38])[N:36]=1.[O-]P([O-])([O-])=O.[K+].[K+].[K+]. The catalyst is O1CCOCC1.C1C=CC(P(C2C=CC=CC=2)[C-]2C=CC=C2)=CC=1.C1C=CC(P(C2C=CC=CC=2)[C-]2C=CC=C2)=CC=1.Cl[Pd]Cl.[Fe+2]. The product is [CH2:40]([N:39]([CH2:44][CH2:45][CH2:46][CH3:47])[C:37]([C:35]1[N:36]=[C:32]([C:8]2[CH:17]=[CH:16][C:11]([C:12]([O:14][CH3:15])=[O:13])=[CH:10][C:9]=2[C:18]([N:20]2[CH2:29][CH2:28][C:27]3[C:22](=[CH:23][CH:24]=[CH:25][CH:26]=3)[CH2:21]2)=[O:19])[N:33]([CH2:48][O:49][CH2:50][CH2:51][Si:52]([CH3:55])([CH3:54])[CH3:53])[CH:34]=1)=[O:38])[CH2:41][CH2:42][CH3:43]. The yield is 0.570. (4) The reactants are [C:1]([C:3]([C:6]1[CH:7]=[C:8]([CH:20]=[CH:21][CH:22]=1)[C:9]([NH:11][C:12]1[CH:17]=[CH:16][C:15]([CH3:18])=[C:14](I)[CH:13]=1)=[O:10])([CH3:5])[CH3:4])#[N:2].[CH2:23]([O:25]C([Sn](CCCC)(CCCC)CCCC)=C)[CH3:24].Cl. The catalyst is C1(C)C=CC=CC=1.O1CCOCC1.C(OCC)(=O)C.Cl[Pd](Cl)([P](C1C=CC=CC=1)(C1C=CC=CC=1)C1C=CC=CC=1)[P](C1C=CC=CC=1)(C1C=CC=CC=1)C1C=CC=CC=1. The product is [C:23]([C:14]1[CH:13]=[C:12]([NH:11][C:9](=[O:10])[C:8]2[CH:20]=[CH:21][CH:22]=[C:6]([C:3]([C:1]#[N:2])([CH3:5])[CH3:4])[CH:7]=2)[CH:17]=[CH:16][C:15]=1[CH3:18])(=[O:25])[CH3:24]. The yield is 0.735. (5) The reactants are [O:1]1[C:5]2[CH:6]=[CH:7][C:8]([OH:10])=[CH:9][C:4]=2[O:3][CH2:2]1.C([Mg]Cl)(C)C.[CH2:16]([N:21]1[C:29]2[CH:28]=[CH:27][N:26]=[CH:25][C:24]=2[C:23](=[O:30])[C:22]1=[O:31])[CH2:17][CH2:18][CH2:19][CH3:20]. The catalyst is C1COCC1. The product is [OH:30][C:23]1([C:7]2[C:8]([OH:10])=[CH:9][C:4]3[O:3][CH2:2][O:1][C:5]=3[CH:6]=2)[C:24]2[CH:25]=[N:26][CH:27]=[CH:28][C:29]=2[N:21]([CH2:16][CH2:17][CH2:18][CH2:19][CH3:20])[C:22]1=[O:31]. The yield is 0.400. (6) The reactants are [O:1]=[C:2]1[C:7](C(OCC)=O)=[CH:6][NH:5][N:4]2[CH:13]=[CH:14][CH:15]=[C:3]12.[Na+].[Cl-].O. The catalyst is CS(C)=O. The product is [NH:5]1[CH:6]=[CH:7][C:2](=[O:1])[C:3]2=[CH:15][CH:14]=[CH:13][N:4]12. The yield is 0.670.